Dataset: Catalyst prediction with 721,799 reactions and 888 catalyst types from USPTO. Task: Predict which catalyst facilitates the given reaction. (1) Reactant: [CH3:1][CH:2]([CH3:12])[CH2:3][CH2:4][CH2:5][CH2:6][CH2:7][CH2:8][C:9]([OH:11])=[O:10].[CH2:13](O)[C:14]1[CH:22]=[CH:21][C:19]([OH:20])=[C:16]([O:17][CH3:18])[CH:15]=1.O. Product: [CH3:1][CH:2]([CH2:3][CH2:4][CH2:5][CH2:6][CH2:7][CH2:8][C:9]([O:11][CH2:13][C:14]1[CH:22]=[CH:21][C:19]([OH:20])=[C:16]([O:17][CH3:18])[CH:15]=1)=[O:10])[CH3:12]. The catalyst class is: 194. (2) Reactant: [Cl:1][C:2]1[CH:3]=[C:4]([N:8]2[C:13](=[O:14])[C:12]([O:15]S(C3C=CC(C)=CC=3)(=O)=O)=[C:11]([C:26]3[CH:31]=[CH:30][C:29]([S:32]([CH3:35])(=[O:34])=[O:33])=[CH:28][CH:27]=3)[CH:10]=[N:9]2)[CH:5]=[CH:6][CH:7]=1.[CH2:36](O)[CH:37]([CH3:39])[CH3:38].[H-].[Na+].O. Product: [Cl:1][C:2]1[CH:3]=[C:4]([N:8]2[C:13](=[O:14])[C:12]([O:15][CH2:36][CH:37]([CH3:39])[CH3:38])=[C:11]([C:26]3[CH:27]=[CH:28][C:29]([S:32]([CH3:35])(=[O:33])=[O:34])=[CH:30][CH:31]=3)[CH:10]=[N:9]2)[CH:5]=[CH:6][CH:7]=1. The catalyst class is: 1.